Dataset: Full USPTO retrosynthesis dataset with 1.9M reactions from patents (1976-2016). Task: Predict the reactants needed to synthesize the given product. (1) Given the product [NH2:12][C:2]1[N:7]=[CH:6][C:5]([S:8]([NH2:11])(=[O:10])=[O:9])=[CH:4][CH:3]=1, predict the reactants needed to synthesize it. The reactants are: Cl[C:2]1[N:7]=[CH:6][C:5]([S:8]([NH2:11])(=[O:10])=[O:9])=[CH:4][CH:3]=1.[NH4+:12].[OH-]. (2) Given the product [C:30]([N:14]([CH2:15][C:16]1[CH:21]=[C:20]([C:22]([F:25])([F:24])[F:23])[CH:19]=[C:18]([C:26]([F:29])([F:28])[F:27])[CH:17]=1)[CH:10]1[CH2:11][CH2:12][CH2:13][N:7]([C:5]([O:4][CH:1]([CH3:3])[CH3:2])=[O:6])[C:8]2[CH:36]=[C:35]([F:37])[C:34]([CH3:39])=[CH:33][C:9]1=2)(=[O:32])[CH3:31], predict the reactants needed to synthesize it. The reactants are: [CH:1]([O:4][C:5]([N:7]1[CH2:13][CH2:12][CH2:11][CH:10]([N:14]([C:30](=[O:32])[CH3:31])[CH2:15][C:16]2[CH:21]=[C:20]([C:22]([F:25])([F:24])[F:23])[CH:19]=[C:18]([C:26]([F:29])([F:28])[F:27])[CH:17]=2)[C:9]2[CH:33]=[C:34](Br)[C:35]([F:37])=[CH:36][C:8]1=2)=[O:6])([CH3:3])[CH3:2].[C:39](N(CC1C=C(C(F)(F)F)C=C(C(F)(F)F)C=1)C1CCCN(C(OC(C)C)=O)C2C=C(C)C(C)=CC1=2)(=O)C. (3) The reactants are: [NH:1]1[CH2:6][CH2:5][CH:4]([CH2:7][OH:8])[CH2:3][CH2:2]1.[CH3:9][O:10][C:11]1[CH:18]=[CH:17][C:14]([CH:15]=O)=[CH:13][CH:12]=1.C(O)(=O)C.[BH-](OC(C)=O)(OC(C)=O)OC(C)=O.[Na+]. Given the product [CH3:9][O:10][C:11]1[CH:18]=[CH:17][C:14]([CH2:15][N:1]2[CH2:6][CH2:5][CH:4]([CH2:7][OH:8])[CH2:3][CH2:2]2)=[CH:13][CH:12]=1, predict the reactants needed to synthesize it.